Dataset: NCI-60 drug combinations with 297,098 pairs across 59 cell lines. Task: Regression. Given two drug SMILES strings and cell line genomic features, predict the synergy score measuring deviation from expected non-interaction effect. Drug 1: CC12CCC(CC1=CCC3C2CCC4(C3CC=C4C5=CN=CC=C5)C)O. Drug 2: C1C(C(OC1N2C=NC3=C2NC=NCC3O)CO)O. Cell line: NCI/ADR-RES. Synergy scores: CSS=15.8, Synergy_ZIP=1.39, Synergy_Bliss=6.37, Synergy_Loewe=3.59, Synergy_HSA=6.01.